The task is: Predict the reactants needed to synthesize the given product.. This data is from Full USPTO retrosynthesis dataset with 1.9M reactions from patents (1976-2016). (1) Given the product [CH3:36][O:35][C:32]1[CH:31]=[CH:30][C:29]([CH2:28][N:27]([CH2:26][C:25]2[CH:37]=[CH:38][C:22]([O:21][CH3:20])=[CH:23][CH:24]=2)[C:4]2[C:3]([N+:10]([O-:12])=[O:11])=[C:2]([NH2:1])[CH:7]=[C:6]([Cl:8])[N:5]=2)=[CH:34][CH:33]=1, predict the reactants needed to synthesize it. The reactants are: [NH2:1][C:2]1[CH:7]=[C:6]([Cl:8])[N:5]=[C:4](Cl)[C:3]=1[N+:10]([O-:12])=[O:11].C(N(CC)CC)C.[CH3:20][O:21][C:22]1[CH:38]=[CH:37][C:25]([CH2:26][NH:27][CH2:28][C:29]2[CH:34]=[CH:33][C:32]([O:35][CH3:36])=[CH:31][CH:30]=2)=[CH:24][CH:23]=1. (2) The reactants are: [NH2:1][C:2]1[CH:3]=[C:4]([CH:7]=[CH:8][C:9]=1[CH3:10])[CH2:5]O.[ClH:11].C(S[C:15]([C:17]1[S:18][CH:19]=[CH:20][CH:21]=1)=[NH:16])C.S(Cl)([Cl:24])=O. Given the product [ClH:24].[Cl:11][CH2:5][C:4]1[CH:7]=[CH:8][C:9]([CH3:10])=[C:2]([NH:1][C:15]([C:17]2[S:18][CH:19]=[CH:20][CH:21]=2)=[NH:16])[CH:3]=1, predict the reactants needed to synthesize it. (3) Given the product [CH2:1]([O:4][C:5]1[CH:6]=[CH:7][C:8](/[CH:11]=[C:12](\[CH3:26])/[C:13]([NH:15][C:16]2[N:21]=[CH:20][C:19]([C:22]([OH:24])=[O:23])=[CH:18][CH:17]=2)=[O:14])=[CH:9][CH:10]=1)[CH:2]=[CH2:3], predict the reactants needed to synthesize it. The reactants are: [CH2:1]([O:4][C:5]1[CH:10]=[CH:9][C:8](/[CH:11]=[C:12](\[CH3:26])/[C:13]([NH:15][C:16]2[N:21]=[CH:20][C:19]([C:22]([O:24]C)=[O:23])=[CH:18][CH:17]=2)=[O:14])=[CH:7][CH:6]=1)[CH:2]=[CH2:3].[Li+].[OH-]. (4) Given the product [Cl:1][C:2]1[CH:9]=[CH:8][C:5]([C:6]#[N:7])=[CH:4][C:3]=1[CH2:10][OH:11], predict the reactants needed to synthesize it. The reactants are: [Cl:1][C:2]1[CH:9]=[CH:8][C:5]([C:6]#[N:7])=[CH:4][C:3]=1[CH:10]=[O:11].[BH4-].[Na+].Cl.C(Cl)Cl. (5) Given the product [Cl:1][C:2]1[CH:7]=[C:6]([NH2:8])[CH:5]=[N:4][C:3]=1[O:11][C:12]1[CH:17]=[CH:16][CH:15]=[C:14]([C:18]([F:19])([F:20])[F:21])[CH:13]=1, predict the reactants needed to synthesize it. The reactants are: [Cl:1][C:2]1[C:3]([O:11][C:12]2[CH:17]=[CH:16][CH:15]=[C:14]([C:18]([F:21])([F:20])[F:19])[CH:13]=2)=[N:4][CH:5]=[C:6]([N+:8]([O-])=O)[CH:7]=1.[Cl-].[Ca+2].[Cl-].O. (6) Given the product [F:13][C:11]([F:14])([F:12])[C:7]1[CH:8]=[CH:9][N:10]2[CH:16]=[CH:17][N:1]=[C:2]2[C:3]=1[C:4]([OH:6])=[O:5], predict the reactants needed to synthesize it. The reactants are: [NH2:1][C:2]1[N:10]=[CH:9][CH:8]=[C:7]([C:11]([F:14])([F:13])[F:12])[C:3]=1[C:4]([OH:6])=[O:5].Cl[CH2:16][CH:17]=O. (7) Given the product [NH2:15][C:6]1[C:5]([C:3]([OH:4])=[O:2])=[CH:13][C:9]2=[N:10][S:11][N:12]=[C:8]2[C:7]=1[Cl:14], predict the reactants needed to synthesize it. The reactants are: C[O:2][C:3]([C:5]1[C:6]([NH2:15])=[C:7]([Cl:14])[C:8]2[C:9]([CH:13]=1)=[N:10][S:11][N:12]=2)=[O:4].[OH-].[Na+].